From a dataset of Forward reaction prediction with 1.9M reactions from USPTO patents (1976-2016). Predict the product of the given reaction. (1) Given the reactants [Br:1][C:2]1[CH:18]=[CH:17][C:5]2[C:6]3[N:7]=[C:8]([C:14](O)=[O:15])[S:9][C:10]=3[CH2:11][CH2:12][O:13][C:4]=2[CH:3]=1.[N+:19]([N:21]=P(C1C=CC=CC=1)(C1C=CC=CC=1)C1C=CC=CC=1)#[C-:20], predict the reaction product. The product is: [Br:1][C:2]1[CH:18]=[CH:17][C:5]2[C:6]3[N:7]=[C:8]([C:14]4[O:15][CH:20]=[N:19][N:21]=4)[S:9][C:10]=3[CH2:11][CH2:12][O:13][C:4]=2[CH:3]=1. (2) Given the reactants [OH-].[Na+:2].C([O:5][C:6]([C:8]1[CH:13]=[C:12]([CH3:14])[N:11]=[C:10]([O:15][CH3:16])[CH:9]=1)=[O:7])C, predict the reaction product. The product is: [Na+:2].[CH3:16][O:15][C:10]1[CH:9]=[C:8]([C:6]([O-:7])=[O:5])[CH:13]=[C:12]([CH3:14])[N:11]=1. (3) Given the reactants [F:1][C:2]1[CH:3]=[C:4]([C@H:8]2[CH2:12][CH2:11][CH2:10][N:9]2[C:13]2[CH:18]=[CH:17][N:16]3[N:19]=[CH:20][C:21]([C:22]([OH:24])=O)=[C:15]3[N:14]=2)[CH:5]=[N:6][CH:7]=1.CN(C(ON1N=[N:40][C:35]2[CH:36]=[CH:37]C=N[C:34]1=2)=[N+](C)C)C.F[P-](F)(F)(F)(F)F.Cl.CC1(N)CC1.CCN(C(C)C)C(C)C, predict the reaction product. The product is: [F:1][C:2]1[CH:3]=[C:4]([C@H:8]2[CH2:12][CH2:11][CH2:10][N:9]2[C:13]2[CH:18]=[CH:17][N:16]3[N:19]=[CH:20][C:21]([C:22]([NH:40][C:35]4([CH3:34])[CH2:37][CH2:36]4)=[O:24])=[C:15]3[N:14]=2)[CH:5]=[N:6][CH:7]=1. (4) Given the reactants [CH:1]1([NH:6][C:7]2[C:12]([CH3:13])=[C:11]([CH3:14])[N:10]=[C:9]([NH:15][CH2:16][C:17]3[CH:22]=[CH:21][CH:20]=[CH:19][N:18]=3)[N:8]=2)C[CH2:4][CH2:3][CH2:2]1.CC1[O:28][N:27]=C(N)C=1, predict the reaction product. The product is: [CH3:13][C:12]1[C:7]([NH:6][C:1]2[CH:2]=[C:3]([CH3:4])[O:28][N:27]=2)=[N:8][C:9]([NH:15][CH2:16][C:17]2[CH:22]=[CH:21][CH:20]=[CH:19][N:18]=2)=[N:10][C:11]=1[CH3:14]. (5) Given the reactants [CH3:1][C:2]1[CH:7]=[C:6]([CH3:8])[CH:5]=[CH:4][C:3]=1[OH:9].[Se](=O)=O, predict the reaction product. The product is: [CH3:1][C:2]1[CH:7]=[C:6]([CH3:8])[CH:5]=[C:1]([C:2]2[C:3]([OH:9])=[C:4]([CH3:4])[CH:5]=[C:6]([CH3:8])[CH:7]=2)[C:3]=1[OH:9]. (6) Given the reactants [OH:1][CH:2]1[CH:7]([C:8]2[CH:13]=[CH:12][C:11]([O:14][CH2:15][CH2:16][CH2:17][O:18][CH2:19][C:20]3[CH:25]=[CH:24][CH:23]=[CH:22][C:21]=3[O:26][CH3:27])=[CH:10][CH:9]=2)[CH2:6][CH2:5][N:4]([C:28]([O:30][C:31]([CH3:34])([CH3:33])[CH3:32])=[O:29])[CH2:3]1.Cl[CH2:36][C:37]1[CH:46]=[C:45]2[C:40]([CH2:41][CH2:42][C:43](=[O:52])[N:44]2[CH2:47][CH2:48][CH2:49][O:50][CH3:51])=[CH:39][CH:38]=1, predict the reaction product. The product is: [CH3:27][O:26][C:21]1[CH:22]=[CH:23][CH:24]=[CH:25][C:20]=1[CH2:19][O:18][CH2:17][CH2:16][CH2:15][O:14][C:11]1[CH:12]=[CH:13][C:8]([CH:7]2[CH2:6][CH2:5][N:4]([C:28]([O:30][C:31]([CH3:34])([CH3:33])[CH3:32])=[O:29])[CH2:3][CH:2]2[O:1][CH2:36][C:37]2[CH:46]=[C:45]3[C:40]([CH2:41][CH2:42][C:43](=[O:52])[N:44]3[CH2:47][CH2:48][CH2:49][O:50][CH3:51])=[CH:39][CH:38]=2)=[CH:9][CH:10]=1. (7) Given the reactants [O:1]=[C:2]1[CH2:10][C:9]2[C:4](=[CH:5][CH:6]=[C:7]([C:11]3[CH:12]=[C:13]([CH:17]=[CH:18][CH:19]=3)[C:14]([OH:16])=[O:15])[CH:8]=2)[NH:3]1.[O:20]=[C:21]1[C:26]2=[CH:27][NH:28][C:29]([CH:30]=O)=[C:25]2[CH2:24][CH2:23][O:22]1, predict the reaction product. The product is: [O:1]=[C:2]1[C:10](=[CH:30][C:29]2[NH:28][CH:27]=[C:26]3[C:21](=[O:20])[O:22][CH2:23][CH2:24][C:25]=23)[C:9]2[C:4](=[CH:5][CH:6]=[C:7]([C:11]3[CH:12]=[C:13]([CH:17]=[CH:18][CH:19]=3)[C:14]([OH:16])=[O:15])[CH:8]=2)[NH:3]1. (8) Given the reactants Br[C:2]1[N:7]2[N:8]=[C:9]([NH2:11])[N:10]=[C:6]2[CH:5]=[CH:4][CH:3]=1.[CH3:12][CH:13]([C:15]1[CH:16]=[C:17](B(O)O)[CH:18]=[CH:19][CH:20]=1)[CH3:14], predict the reaction product. The product is: [CH3:12][CH:13]([C:15]1[CH:20]=[C:19]([C:2]2[N:7]3[N:8]=[C:9]([NH2:11])[N:10]=[C:6]3[CH:5]=[CH:4][CH:3]=2)[CH:18]=[CH:17][CH:16]=1)[CH3:14].